From a dataset of Forward reaction prediction with 1.9M reactions from USPTO patents (1976-2016). Predict the product of the given reaction. (1) Given the reactants Br[C:2]1[N:6]([CH:7]([CH3:9])[CH3:8])[C:5]2[CH:10]([C:23]3[CH:28]=[CH:27][C:26]([Cl:29])=[CH:25][CH:24]=3)[N:11]([C:14]3[C:15](=[O:22])[N:16]([CH3:21])[CH:17]=[C:18]([Cl:20])[CH:19]=3)[C:12](=[O:13])[C:4]=2[CH:3]=1.[CH3:30][O:31][C:32]1C=[C:36]([O:38][CH3:39])[C:35](B(O)O)=[CH:34][N:33]=1.BrC1[N:48](C(C)C)C2C(C3C=CC(Cl)=CC=3)N(C3C=C(Cl)C=CC=3C)C(=O)C=2C=1.COC1C(B2OC(C)(C)C(C)(C)O2)=CN=C(N)N=1, predict the reaction product. The product is: [Cl:20][C:18]1[CH:19]=[C:14]([N:11]2[C:12](=[O:13])[C:4]3[CH:3]=[C:2]([C:35]4[C:36]([O:38][CH3:39])=[N:48][C:32]([O:31][CH3:30])=[N:33][CH:34]=4)[N:6]([CH:7]([CH3:9])[CH3:8])[C:5]=3[CH:10]2[C:23]2[CH:28]=[CH:27][C:26]([Cl:29])=[CH:25][CH:24]=2)[C:15](=[O:22])[N:16]([CH3:21])[CH:17]=1. (2) Given the reactants [CH2:1]([O:3][C:4]([C:6]1([CH2:24][CH2:25][O:26][C:27]2[CH:32]=[CH:31][CH:30]=[CH:29][CH:28]=2)[CH2:11][CH2:10][N:9]([CH2:12][C:13]2[CH:18]=[CH:17][C:16]([O:19][CH2:20][CH:21]=[CH2:22])=[C:15]([Cl:23])[CH:14]=2)[CH2:8][CH2:7]1)=[O:5])[CH3:2].[Li+].[OH-].[CH2:35](OC1C=CC(CN2CCC(CCOC3C=CC=CC=3)(C(O)=O)CC2)=CC=1Cl)C=C.C(Cl)(=O)C(Cl)=O.CCN(C(C)C)C(C)C.C(O)(C)C, predict the reaction product. The product is: [CH2:20]([O:19][C:16]1[CH:17]=[CH:18][C:13]([CH2:12][N:9]2[CH2:8][CH2:7][C:6]([CH2:24][CH2:25][O:26][C:27]3[CH:28]=[CH:29][CH:30]=[CH:31][CH:32]=3)([C:4]([O:3][CH:1]([CH3:35])[CH3:2])=[O:5])[CH2:11][CH2:10]2)=[CH:14][C:15]=1[Cl:23])[CH:21]=[CH2:22]. (3) Given the reactants [NH2:1][C:2]1[CH:3]=[CH:4][C:5]2[N:9]=[CH:8][N:7]([CH:10]([C:17]3[CH:22]=[CH:21][CH:20]=[CH:19][CH:18]=3)[CH2:11][C:12]([O:14]CC)=[O:13])[C:6]=2[CH:23]=1, predict the reaction product. The product is: [NH2:1][C:2]1[CH:3]=[CH:4][C:5]2[N:9]=[CH:8][N:7]([CH:10]([C:17]3[CH:18]=[CH:19][CH:20]=[CH:21][CH:22]=3)[CH2:11][C:12]([OH:14])=[O:13])[C:6]=2[CH:23]=1.